From a dataset of Peptide-MHC class I binding affinity with 185,985 pairs from IEDB/IMGT. Regression. Given a peptide amino acid sequence and an MHC pseudo amino acid sequence, predict their binding affinity value. This is MHC class I binding data. The peptide sequence is GAPPCVIGGV. The MHC is Mamu-A01 with pseudo-sequence Mamu-A01. The binding affinity (normalized) is 0.325.